Dataset: Catalyst prediction with 721,799 reactions and 888 catalyst types from USPTO. Task: Predict which catalyst facilitates the given reaction. (1) Reactant: Br[C:2]1[CH:11]=[C:10]2[C:5]([N:6]=[CH:7][CH:8]=[N:9]2)=[C:4]([C:12]([NH:14][CH2:15][C:16]([O:18]CC)=[O:17])=[O:13])[C:3]=1[OH:21].[N:22]1[CH:27]=[CH:26][C:25](B(O)O)=[CH:24][CH:23]=1.C(=O)([O-])[O-].[K+].[K+]. Product: [OH:21][C:3]1[C:4]([C:12]([NH:14][CH2:15][C:16]([OH:18])=[O:17])=[O:13])=[C:5]2[C:10](=[CH:11][C:2]=1[C:25]1[CH:26]=[CH:27][N:22]=[CH:23][CH:24]=1)[N:9]=[CH:8][CH:7]=[N:6]2. The catalyst class is: 70. (2) Reactant: C(OP([CH2:9][C:10]#[N:11])(=O)OCC)C.C[Si]([N-][Si](C)(C)C)(C)C.[Li+].[O:22]1[C:27]2[CH:28]=[CH:29][C:30]([C:32]([C:34]3[CH:39]=[CH:38][CH:37]=[C:36]([O:40][CH3:41])[CH:35]=3)=O)=[CH:31][C:26]=2[O:25][CH2:24][CH2:23]1.O. Product: [O:22]1[C:27]2[CH:28]=[CH:29][C:30]([C:32]([C:34]3[CH:39]=[CH:38][CH:37]=[C:36]([O:40][CH3:41])[CH:35]=3)=[CH:9][C:10]#[N:11])=[CH:31][C:26]=2[O:25][CH2:24][CH2:23]1. The catalyst class is: 1.